Predict the reactants needed to synthesize the given product. From a dataset of Full USPTO retrosynthesis dataset with 1.9M reactions from patents (1976-2016). (1) Given the product [Br:1][C:2]1[C:3]2[N:4]([C:8]([CH3:13])=[C:9]([S:11][CH3:12])[N:10]=2)[CH:5]=[CH:6][CH:7]=1, predict the reactants needed to synthesize it. The reactants are: [Br:1][C:2]1[C:3]2[N:4]([C:8]([CH2:13]O)=[C:9]([S:11][CH3:12])[N:10]=2)[CH:5]=[CH:6][CH:7]=1. (2) Given the product [Br:23][C:8]1[CH:9]=[CH:10][C:11]2[N:3]([CH2:1][CH3:2])[CH2:4][C@@H:5]3[CH2:15][N:14]([C:16]([O:18][C:19]([CH3:21])([CH3:20])[CH3:22])=[O:17])[CH2:13][CH2:12][C:7]=1[C:6]=23, predict the reactants needed to synthesize it. The reactants are: [CH2:1]([N:3]1[C:11]2[CH:10]=[CH:9][CH:8]=[C:7]3[CH2:12][CH2:13][N:14]([C:16]([O:18][C:19]([CH3:22])([CH3:21])[CH3:20])=[O:17])[CH2:15][C@H:5]([C:6]=23)[CH2:4]1)[CH3:2].[Br:23]N1C(=O)CCC1=O.C(=O)(O)[O-].[Na+]. (3) Given the product [CH3:31][O:32][C:4]1[CH:3]=[C:12]2[O:11][C:10]([CH3:13])([CH3:14])[CH:9]=[CH:8][C:7]2=[C:6]2[C:5]=1[C:26](=[O:28])[C:17]1[CH:18]=[C:19]3[CH:20]=[CH:21][CH:22]=[CH:23][C:24]3=[CH:25][C:16]=1[NH:15]2, predict the reactants needed to synthesize it. The reactants are: CO[C:3]1[CH:4]=[CH:5][C:6]([NH:15][C:16]2[C:17]([C:26]([OH:28])=O)=[CH:18][C:19]3[C:24]([CH:25]=2)=[CH:23][CH:22]=[CH:21][CH:20]=3)=[C:7]2[C:12]=1[O:11][C:10]([CH3:14])([CH3:13])[CH:9]=[CH:8]2.FC(F)(F)[C:31](OC(=O)C(F)(F)F)=[O:32].